From a dataset of Catalyst prediction with 721,799 reactions and 888 catalyst types from USPTO. Predict which catalyst facilitates the given reaction. (1) Reactant: [Cl:1][C:2]1[C:7]([NH:8]C(=O)C(C)(C)C)=[C:6]([C:15]2(O)[CH2:20][CH2:19][O:18][CH2:17][CH2:16]2)[C:5]([O:22][CH3:23])=[CH:4][CH:3]=1.[OH-].[K+]. Product: [Cl:1][C:2]1[C:7]([NH2:8])=[C:6]([C:15]2[CH2:20][CH2:19][O:18][CH2:17][CH:16]=2)[C:5]([O:22][CH3:23])=[CH:4][CH:3]=1. The catalyst class is: 6. (2) Reactant: Br[CH2:2][CH2:3][CH2:4][O:5][C:6]1[CH:11]=[CH:10][C:9]([C:12]2([C:18]#[N:19])[CH2:17][CH2:16][CH2:15][CH2:14][CH2:13]2)=[CH:8][CH:7]=1.ClCCCOC1C=CC(C2(C#N)CCCCC2)=CC=1.C(N(CC)C(C)C)(C)C.[CH3:48][O:49][C@H:50]1[CH2:54][CH2:53][NH:52][CH2:51]1. Product: [CH3:48][O:49][C@H:50]1[CH2:54][CH2:53][N:52]([CH2:2][CH2:3][CH2:4][O:5][C:6]2[CH:11]=[CH:10][C:9]([C:12]3([C:18]#[N:19])[CH2:17][CH2:16][CH2:15][CH2:14][CH2:13]3)=[CH:8][CH:7]=2)[CH2:51]1. The catalyst class is: 37. (3) Reactant: C(N(CC)CC)C.[C:8]1([N:14]2[C:18]([CH2:19][CH2:20][CH3:21])=[C:17]([C:22](Cl)=[O:23])[CH:16]=[N:15]2)[CH:13]=[CH:12][CH:11]=[CH:10][CH:9]=1.[Br:25][C:26]1[CH:27]=[C:28]([C:38]2[CH:43]=[CH:42][C:41]([CH2:44][NH3+:45])=[CH:40][CH:39]=2)[CH:29]=[CH:30][C:31]=1[O:32][CH2:33][C:34]([O:36][CH3:37])=[O:35].[Cl-]. The catalyst class is: 2. Product: [CH3:37][O:36][C:34](=[O:35])[CH2:33][O:32][C:31]1[CH:30]=[CH:29][C:28]([C:38]2[CH:43]=[CH:42][C:41]([CH2:44][NH:45][C:22]([C:17]3[CH:16]=[N:15][N:14]([C:8]4[CH:13]=[CH:12][CH:11]=[CH:10][CH:9]=4)[C:18]=3[CH2:19][CH2:20][CH3:21])=[O:23])=[CH:40][CH:39]=2)=[CH:27][C:26]=1[Br:25]. (4) Reactant: [CH3:1][O:2][CH2:3][O:4][C:5]1[CH:10]=[CH:9][CH:8]=[C:7]([O:11][CH2:12][O:13][CH3:14])[CH:6]=1.[Li]CCCC.[C:20](O[C:20](=[O:24])[CH:21]([CH3:23])[CH3:22])(=[O:24])[CH:21]([CH3:23])[CH3:22]. Product: [CH3:14][O:13][CH2:12][O:11][C:7]1[CH:8]=[CH:9][CH:10]=[C:5]([O:4][CH2:3][O:2][CH3:1])[C:6]=1[C:20](=[O:24])[CH:21]([CH3:23])[CH3:22]. The catalyst class is: 134. (5) Reactant: Br.[NH2:2][C:3]1[C:4]([OH:17])=[C:5]([C:9]2[O:13][C:12]([C:14]([OH:16])=[O:15])=[CH:11][CH:10]=2)[CH:6]=[CH:7][CH:8]=1.[N:18]([O-])=O.[Na+].[CH3:22][C:23]1[CH2:24][C:25](=[O:38])[N:26]([C:28]2[CH:37]=[CH:36][C:35]3[CH2:34][CH2:33][CH2:32][CH2:31][C:30]=3[CH:29]=2)[N:27]=1.C(=O)(O)[O-].[Na+]. Product: [OH:17][C:4]1[C:3]([NH:2]/[N:18]=[C:24]2/[C:23]([CH3:22])=[N:27][N:26]([C:28]3[CH:37]=[CH:36][C:35]4[CH2:34][CH2:33][CH2:32][CH2:31][C:30]=4[CH:29]=3)[C:25]/2=[O:38])=[CH:8][CH:7]=[CH:6][C:5]=1[C:9]1[O:13][C:12]([C:14]([OH:16])=[O:15])=[CH:11][CH:10]=1. The catalyst class is: 33. (6) Reactant: [NH2:1][C:2]1[CH:10]=[C:9]2[C:5]([CH:6]=[N:7][NH:8]2)=[CH:4][CH:3]=1.[F:11][C:12]1[CH:29]=[CH:28][C:15]([CH2:16][CH:17]2[CH2:22][CH2:21][N:20]([C:23](=[O:27])[C:24](O)=[O:25])[CH2:19][CH2:18]2)=[CH:14][CH:13]=1. Product: [F:11][C:12]1[CH:29]=[CH:28][C:15]([CH2:16][CH:17]2[CH2:18][CH2:19][N:20]([C:23](=[O:27])[C:24]([NH:1][C:2]3[CH:10]=[C:9]4[C:5]([CH:6]=[N:7][NH:8]4)=[CH:4][CH:3]=3)=[O:25])[CH2:21][CH2:22]2)=[CH:14][CH:13]=1. The catalyst class is: 27. (7) The catalyst class is: 82. Product: [Cl:1][C:2]1([Cl:17])[CH2:4][C:3]1([C:6]1[CH:7]=[C:8]([CH:9]=[CH:10][CH:11]=1)[CH:12]=[O:13])[CH3:5]. Reactant: [Cl:1][C:2]1([Cl:17])[CH2:4][C:3]1([C:6]1[CH:7]=[C:8]([CH:12]2OCC[O:13]2)[CH:9]=[CH:10][CH:11]=1)[CH3:5].Cl. (8) Reactant: [Br:1][C:2]1[C:10]([Cl:11])=[CH:9][C:5]([C:6](O)=[O:7])=[C:4]([F:12])[CH:3]=1.[CH3:13][S:14]([NH2:17])(=[O:16])=[O:15].CCN=C=NCCCN(C)C.Cl. Product: [Br:1][C:2]1[C:10]([Cl:11])=[CH:9][C:5]([C:6]([NH:17][S:14]([CH3:13])(=[O:16])=[O:15])=[O:7])=[C:4]([F:12])[CH:3]=1. The catalyst class is: 64. (9) Reactant: [I:1]I.C([O-])(=O)C.[Tl+].[CH3:8][N:9]([CH3:17])[C:10]1[CH:11]=[C:12]([OH:16])[CH:13]=[CH:14][CH:15]=1. Product: [CH3:8][N:9]([CH3:17])[C:10]1[CH:15]=[CH:14][C:13]([I:1])=[C:12]([OH:16])[CH:11]=1. The catalyst class is: 2. (10) Reactant: [S:1]1[C:9]2[C:4](=[N:5][CH:6]=[CH:7][CH:8]=2)[N:3]=[C:2]1[O:10][C:11]1[CH:21]=[CH:20][C:14]2[C:15]([CH2:18]O)=[CH:16][O:17][C:13]=2[CH:12]=1.O=S(Cl)[Cl:24]. Product: [Cl:24][CH2:18][C:15]1[C:14]2[CH:20]=[CH:21][C:11]([O:10][C:2]3[S:1][C:9]4[C:4]([N:3]=3)=[N:5][CH:6]=[CH:7][CH:8]=4)=[CH:12][C:13]=2[O:17][CH:16]=1. The catalyst class is: 2.